From a dataset of Reaction yield outcomes from USPTO patents with 853,638 reactions. Predict the reaction yield, written as a fraction of the theoretical maximum amount of product (1.0 means a 100% yield; for example, 0.34 means a 34% yield). The reactants are [CH2:1]([C:19]1[CH:24]=[CH:23][C:22]([S:25](Cl)(=[O:27])=[O:26])=[CH:21][CH:20]=1)[CH2:2][CH2:3][CH2:4][CH2:5][CH2:6][CH2:7][CH2:8][CH2:9][CH2:10][CH2:11][CH2:12][CH2:13][CH2:14][CH2:15][CH2:16][CH2:17][CH3:18].[S:29]1[CH:33]=[N:32][N:31]=[C:30]1[NH2:34].Cl. The catalyst is N1C=CC=CC=1. The product is [CH2:1]([C:19]1[CH:24]=[CH:23][C:22]([S:25]([NH:34][C:30]2[S:29][CH:33]=[N:32][N:31]=2)(=[O:27])=[O:26])=[CH:21][CH:20]=1)[CH2:2][CH2:3][CH2:4][CH2:5][CH2:6][CH2:7][CH2:8][CH2:9][CH2:10][CH2:11][CH2:12][CH2:13][CH2:14][CH2:15][CH2:16][CH2:17][CH3:18]. The yield is 0.510.